This data is from NCI-60 drug combinations with 297,098 pairs across 59 cell lines. The task is: Regression. Given two drug SMILES strings and cell line genomic features, predict the synergy score measuring deviation from expected non-interaction effect. Drug 1: CC1C(C(=O)NC(C(=O)N2CCCC2C(=O)N(CC(=O)N(C(C(=O)O1)C(C)C)C)C)C(C)C)NC(=O)C3=C4C(=C(C=C3)C)OC5=C(C(=O)C(=C(C5=N4)C(=O)NC6C(OC(=O)C(N(C(=O)CN(C(=O)C7CCCN7C(=O)C(NC6=O)C(C)C)C)C)C(C)C)C)N)C. Drug 2: C(CCl)NC(=O)N(CCCl)N=O. Cell line: CAKI-1. Synergy scores: CSS=11.8, Synergy_ZIP=-7.23, Synergy_Bliss=-5.95, Synergy_Loewe=-19.2, Synergy_HSA=-4.36.